Dataset: Forward reaction prediction with 1.9M reactions from USPTO patents (1976-2016). Task: Predict the product of the given reaction. (1) Given the reactants [Cl:1][C:2]1[CH:3]=[CH:4][C:5]([C:8]([OH:10])=O)=[N:6][CH:7]=1.CN(C(ON1N=NC2C=CC=NC1=2)=[N+](C)C)C.F[P-](F)(F)(F)(F)F.Br.Br.Br.[CH2:38]([C:40]1[C:41]([C:48]2[CH:56]=[C:55]3[C:51]([C:52]([C:57]4[NH:66][C:60]5[CH2:61][CH2:62][NH:63][CH2:64][CH2:65][C:59]=5[N:58]=4)=[N:53][NH:54]3)=[CH:50][CH:49]=2)=[CH:42][C:43]([F:47])=[C:44]([OH:46])[CH:45]=1)[CH3:39].CCN(C(C)C)C(C)C.C(=O)([O-])O.[Na+], predict the reaction product. The product is: [Cl:1][C:2]1[CH:3]=[CH:4][C:5]([C:8]([N:63]2[CH2:62][CH2:61][C:60]3[N:66]=[C:57]([C:52]4[C:51]5[C:55](=[CH:56][C:48]([C:41]6[CH:42]=[C:43]([F:47])[C:44]([OH:46])=[CH:45][C:40]=6[CH2:38][CH3:39])=[CH:49][CH:50]=5)[NH:54][N:53]=4)[NH:58][C:59]=3[CH2:65][CH2:64]2)=[O:10])=[N:6][CH:7]=1. (2) Given the reactants [CH2:1]([NH:8][C:9](=[O:42])[CH2:10][C:11]1[CH:41]=[CH:40][C:14]2[CH:15]=[C:16]([C:18]([NH:20][C:21]3[C:25]([NH:26]C(=O)OC(C)(C)C)=[CH:24][N:23]([C:34]4[CH:39]=[CH:38][CH:37]=[CH:36][CH:35]=4)[N:22]=3)=[O:19])[S:17][C:13]=2[CH:12]=1)[C:2]1[CH:7]=[CH:6][CH:5]=[CH:4][CH:3]=1.Cl, predict the reaction product. The product is: [NH2:26][C:25]1[C:21]([NH:20][C:18]([C:16]2[S:17][C:13]3[CH:12]=[C:11]([CH2:10][C:9]([NH:8][CH2:1][C:2]4[CH:7]=[CH:6][CH:5]=[CH:4][CH:3]=4)=[O:42])[CH:41]=[CH:40][C:14]=3[CH:15]=2)=[O:19])=[N:22][N:23]([C:34]2[CH:39]=[CH:38][CH:37]=[CH:36][CH:35]=2)[CH:24]=1. (3) Given the reactants [F:1][C:2]1[CH:28]=[CH:27][CH:26]=[C:25]([F:29])[C:3]=1[C:4]([NH:6][C:7]1[S:8][C:9]([C:15]2[CH:20]=[CH:19][CH:18]=[C:17]([C:21]([F:24])([F:23])[F:22])[CH:16]=2)=[C:10]([CH:12](O)[CH3:13])[N:11]=1)=[O:5].FC1C=CC=C(F)C=1C(NC1SC(C2C=CC=C(C(F)(F)F)C=2)=C(C(C)=C)N=1)=O, predict the reaction product. The product is: [F:1][C:2]1[CH:28]=[CH:27][CH:26]=[C:25]([F:29])[C:3]=1[C:4]([NH:6][C:7]1[S:8][C:9]([C:15]2[CH:20]=[CH:19][CH:18]=[C:17]([C:21]([F:22])([F:23])[F:24])[CH:16]=2)=[C:10]([CH:12]=[CH2:13])[N:11]=1)=[O:5]. (4) The product is: [NH2:8][C:6]1[N:7]=[C:2]([NH:18][CH2:13][CH2:14][CH2:15][CH2:16][CH3:17])[C:3]2[CH2:12][O:11][CH2:10][CH2:9][C:4]=2[N:5]=1. Given the reactants Cl[C:2]1[C:3]2[CH2:12][O:11][CH2:10][CH2:9][C:4]=2[N:5]=[C:6]([NH2:8])[N:7]=1.[CH2:13]([NH2:18])[CH2:14][CH2:15][CH2:16][CH3:17], predict the reaction product. (5) Given the reactants [F-].C([N+](CCCC)(CCCC)CCCC)CCC.[C:19]1([CH2:25][O:26][C:27]2[CH:32]=[CH:31][C:30]([C:33]3[CH:41]=[C:40]4[C:36]([C:37]([NH:50][C:51](=[O:55])[CH2:52][CH2:53][CH3:54])=[N:38][N:39]4COCC[Si](C)(C)C)=[CH:35][C:34]=3[C:56]3[CH:61]=[CH:60][CH:59]=[CH:58][CH:57]=3)=[CH:29][CH:28]=2)[CH:24]=[CH:23][CH:22]=[CH:21][CH:20]=1.C(OCC)(=O)C, predict the reaction product. The product is: [C:56]1([C:34]2[CH:35]=[C:36]3[C:40](=[CH:41][C:33]=2[C:30]2[CH:31]=[CH:32][C:27]([O:26][CH2:25][C:19]4[CH:20]=[CH:21][CH:22]=[CH:23][CH:24]=4)=[CH:28][CH:29]=2)[NH:39][N:38]=[C:37]3[NH:50][C:51](=[O:55])[CH2:52][CH2:53][CH3:54])[CH:61]=[CH:60][CH:59]=[CH:58][CH:57]=1. (6) Given the reactants [Cl:1][C:2]1[CH:7]=[CH:6][C:5]([N:8]2[C@@H:12]([C:13]3[CH:18]=[CH:17][CH:16]=[C:15]([OH:19])[CH:14]=3)[CH2:11][NH:10][C:9]2=[O:20])=[CH:4][CH:3]=1.C([O-])([O-])=O.[Cs+].[Cs+].O.C[N:29]([CH:31]=O)C, predict the reaction product. The product is: [Cl:1][C:2]1[CH:3]=[CH:4][C:5]([N:8]2[C@@H:12]([C:13]3[CH:18]=[CH:17][CH:16]=[C:15]([O:19][C:5]4[N:8]=[N:29][CH:31]=[CH:3][CH:4]=4)[CH:14]=3)[CH2:11][NH:10][C:9]2=[O:20])=[CH:6][CH:7]=1. (7) Given the reactants [CH2:1]([O:8][C:9]1[CH:18]=[C:17]([I:19])[CH:16]=[CH:15][C:10]=1[C:11](OC)=[O:12])[C:2]1[CH:7]=[CH:6][CH:5]=[CH:4][CH:3]=1.CC(C[AlH]CC(C)C)C, predict the reaction product. The product is: [CH2:1]([O:8][C:9]1[CH:18]=[C:17]([I:19])[CH:16]=[CH:15][C:10]=1[CH2:11][OH:12])[C:2]1[CH:3]=[CH:4][CH:5]=[CH:6][CH:7]=1.